Dataset: Catalyst prediction with 721,799 reactions and 888 catalyst types from USPTO. Task: Predict which catalyst facilitates the given reaction. (1) Reactant: [Cl:1][C:2]1[C:3](=[O:23])[N:4]([CH2:19][C@@H:20]2[CH2:22][O:21]2)[N:5]=[CH:6][C:7]=1[NH:8][C@@H:9]1[CH2:14][C@@H:13]2[CH2:15][C@@H:11]([C:12]2([CH3:17])[CH3:16])[C@H:10]1[CH3:18].[N:24]1[CH:29]=[CH:28][C:27]([CH2:30][NH2:31])=[CH:26][CH:25]=1. Product: [Cl:1][C:2]1[C:3](=[O:23])[N:4]([CH2:19][C@@H:20]([OH:21])[CH2:22][NH:31][CH2:30][C:27]2[CH:28]=[CH:29][N:24]=[CH:25][CH:26]=2)[N:5]=[CH:6][C:7]=1[NH:8][C@@H:9]1[CH2:14][C@@H:13]2[CH2:15][C@@H:11]([C:12]2([CH3:17])[CH3:16])[C@H:10]1[CH3:18]. The catalyst class is: 8. (2) Reactant: [C:1]([O:5][C:6]([N:8]1[CH2:13][CH2:12][N:11]([C:14]2[CH:15]=[CH:16][C:17]([OH:22])=[C:18]([CH:21]=2)[CH:19]=O)[CH2:10][CH2:9]1)=[O:7])([CH3:4])([CH3:3])[CH3:2].CN1C(=O)CCC1.C(=O)([O-])[O-].[K+].[K+].Br[CH2:37][C:38]([O:40][CH2:41][CH3:42])=[O:39]. Product: [C:1]([O:5][C:6]([N:8]1[CH2:9][CH2:10][N:11]([C:14]2[CH:15]=[CH:16][C:17]3[O:22][C:37]([C:38]([O:40][CH2:41][CH3:42])=[O:39])=[CH:19][C:18]=3[CH:21]=2)[CH2:12][CH2:13]1)=[O:7])([CH3:4])([CH3:2])[CH3:3]. The catalyst class is: 6. (3) Reactant: [CH:1]1[C:13]2[N:12]([C:14]3[CH:15]=[C:16](Br)[CH:17]=[CH:18][CH:19]=3)[C:11]3[C:6](=[CH:7][CH:8]=[CH:9][CH:10]=3)[C:5]=2[CH:4]=[CH:3][CH:2]=1.N#N.[NH2:23]C1C=CC=CC=1. Product: [CH:1]1[C:13]2[N:12]([C:14]3[CH:15]=[C:16]([CH:17]=[CH:18][CH:19]=3)[NH2:23])[C:11]3[C:6](=[CH:7][CH:8]=[CH:9][CH:10]=3)[C:5]=2[CH:4]=[CH:3][CH:2]=1. The catalyst class is: 102. (4) Reactant: Br[C:2]1[CH:20]=[CH:19][C:5]([C:6]([NH:8][C:9]2[CH:14]=[C:13]([C:15]([F:18])([F:17])[F:16])[CH:12]=[CH:11][N:10]=2)=[O:7])=[C:4]([CH3:21])[CH:3]=1.[CH3:22][C:23]1([CH3:39])[C:27]([CH3:29])([CH3:28])[O:26][B:25]([B:25]2[O:26][C:27]([CH3:29])([CH3:28])[C:23]([CH3:39])([CH3:22])[O:24]2)[O:24]1.CC([O-])=O.[K+]. Product: [CH3:21][C:4]1[CH:3]=[C:2]([B:25]2[O:26][C:27]([CH3:29])([CH3:28])[C:23]([CH3:39])([CH3:22])[O:24]2)[CH:20]=[CH:19][C:5]=1[C:6]([NH:8][C:9]1[CH:14]=[C:13]([C:15]([F:18])([F:17])[F:16])[CH:12]=[CH:11][N:10]=1)=[O:7]. The catalyst class is: 12. (5) Reactant: P(CCCC)(CCCC)CCCC.C1CCN(C(N=NC(N2CCCCC2)=O)=O)CC1.[Cl:32][C:33]1[CH:34]=[C:35]([F:46])[C:36]([C:39]2[CH:44]=[CH:43][C:42]([OH:45])=[CH:41][CH:40]=2)=[N:37][CH:38]=1.O[CH2:48][CH:49]1[CH:54]([NH:55][C:56](=[O:62])[O:57][C:58]([CH3:61])([CH3:60])[CH3:59])[CH2:53][CH2:52][O:51][CH2:50]1.[OH-].[Na+]. Product: [Cl:32][C:33]1[CH:34]=[C:35]([F:46])[C:36]([C:39]2[CH:40]=[CH:41][C:42]([O:45][CH2:48][CH:49]3[CH:54]([NH:55][C:56](=[O:62])[O:57][C:58]([CH3:61])([CH3:60])[CH3:59])[CH2:53][CH2:52][O:51][CH2:50]3)=[CH:43][CH:44]=2)=[N:37][CH:38]=1. The catalyst class is: 1. (6) Reactant: C(OC([N:8]1[CH2:24][CH2:23][C@@H:11]2[N:12]([CH3:22])[C:13]3[C:14]([C:20]#[N:21])=[CH:15][C:16](Br)=[CH:17][C:18]=3[C@@H:10]2[CH2:9]1)=O)(C)(C)C.[Br-].[F:26][C:27]1[CH:34]=[C:33]([F:35])[CH:32]=[CH:31][C:28]=1[CH2:29][Zn+]. Product: [F:26][C:27]1[CH:34]=[C:33]([F:35])[CH:32]=[CH:31][C:28]=1[CH2:29][C:16]1[CH:17]=[C:18]2[C:13](=[C:14]([C:20]#[N:21])[CH:15]=1)[N:12]([CH3:22])[C@H:11]1[CH2:23][CH2:24][NH:8][CH2:9][C@@H:10]21. The catalyst class is: 73. (7) Reactant: [N+:1]([C:4]1[CH:9]=[CH:8][C:7]([S:10]([CH3:13])(=[NH:12])=[O:11])=[CH:6][CH:5]=1)([O-:3])=[O:2].[CH3:14][N:15]=[C:16]=[O:17]. Product: [N+:1]([C:4]1[CH:5]=[CH:6][C:7]([S:10]([CH3:13])(=[N:12][C:16](=[O:17])[NH:15][CH3:14])=[O:11])=[CH:8][CH:9]=1)([O-:3])=[O:2]. The catalyst class is: 11. (8) Reactant: [CH3:1][C:2]1[N:3]=[C:4]2[S:22][CH:21]=[CH:20][N:5]2[C:6](=[O:19])[C:7]=1[C:8]1[CH:13]=[CH:12][C:11]([O:14][C:15]([F:18])([F:17])[F:16])=[CH:10][CH:9]=1.[CH:23]1([CH2:26][O:27][C:28]2[C:35]([F:36])=[CH:34][CH:33]=[CH:32][C:29]=2[CH:30]=O)[CH2:25][CH2:24]1.[O-]CC.[Na+]. Product: [CH:23]1([CH2:26][O:27][C:28]2[C:35]([F:36])=[CH:34][CH:33]=[CH:32][C:29]=2/[CH:30]=[CH:1]/[C:2]2[N:3]=[C:4]3[S:22][CH:21]=[CH:20][N:5]3[C:6](=[O:19])[C:7]=2[C:8]2[CH:13]=[CH:12][C:11]([O:14][C:15]([F:17])([F:18])[F:16])=[CH:10][CH:9]=2)[CH2:24][CH2:25]1. The catalyst class is: 8. (9) Reactant: [Cl:1][CH2:2][C:3]([CH2:5]Cl)=O.[CH3:7][C:8]1[CH:16]=[CH:15][C:11]([C:12]([NH2:14])=[S:13])=[CH:10][CH:9]=1. Product: [Cl:1][CH2:2][C:3]1[N:14]=[C:12]([C:11]2[CH:15]=[CH:16][C:8]([CH3:7])=[CH:9][CH:10]=2)[S:13][CH:5]=1. The catalyst class is: 11.